Dataset: Full USPTO retrosynthesis dataset with 1.9M reactions from patents (1976-2016). Task: Predict the reactants needed to synthesize the given product. (1) Given the product [Cl:40][C:41]1[C:49]2[N:48]=[C:47]([C:50]3[CH:51]=[C:52]([C:56]4[CH:57]=[C:58]([C:59]([N:34]5[CH2:39][CH2:38][N:37]([C:19]6[CH:24]=[CH:23][N:22]=[CH:21][CH:20]=6)[CH2:36][CH2:35]5)=[O:60])[CH:62]=[CH:63][N:64]=4)[CH:53]=[CH:54][CH:55]=3)[NH:46][C:45]=2[CH:44]=[CH:43][CH:42]=1, predict the reactants needed to synthesize it. The reactants are: ClC1C2N=C(C3C=C(C=CC=3)C(NCC[CH:19]3[CH2:24][CH2:23][N:22](C4C=CN=CC=4)[CH2:21][CH2:20]3)=O)SC=2C=CC=1.[NH:34]1[CH2:39][CH2:38][NH:37][CH2:36][CH2:35]1.[Cl:40][C:41]1[C:49]2[N:48]=[C:47]([C:50]3[CH:51]=[C:52]([C:56]4[CH:57]=[C:58]([CH:62]=[CH:63][N:64]=4)[C:59](O)=[O:60])[CH:53]=[CH:54][CH:55]=3)[NH:46][C:45]=2[CH:44]=[CH:43][CH:42]=1.ClC1C=C(C=CN=1)C(OC)=O. (2) Given the product [CH2:15]([O:14][C:8]1[CH:9]=[CH:10][C:11]([Cl:13])=[CH:12][C:7]=1[C:6]1[CH2:5][O:4][C:3](=[O:22])[C:2]=1[C:30]1[CH:31]=[C:26]([CH:27]=[CH:28][CH:29]=1)[C:23]([OH:25])=[O:24])[C:16]1[CH:21]=[CH:20][CH:19]=[CH:18][CH:17]=1, predict the reactants needed to synthesize it. The reactants are: Br[C:2]1[C:3](=[O:22])[O:4][CH2:5][C:6]=1[C:7]1[CH:12]=[C:11]([Cl:13])[CH:10]=[CH:9][C:8]=1[O:14][CH2:15][C:16]1[CH:21]=[CH:20][CH:19]=[CH:18][CH:17]=1.[C:23]([C:26]1[CH:27]=[C:28](B(O)O)[CH:29]=[CH:30][CH:31]=1)([OH:25])=[O:24].C1([As](C2C=CC=CC=2)C2C=CC=CC=2)C=CC=CC=1.C(OCC)(=O)C. (3) Given the product [C:13]([O:17][C:18](=[O:43])[NH:19][C@H:20]1[CH2:25][CH2:24][C@H:23]([CH2:26][CH:27]2[CH2:28][C:29]3=[C:38]4[C:33](=[N:32][CH:31]=[C:30]3[O:42]2)[CH:34]=[CH:35][C:36]([O:39][CH3:40])=[N:37]4)[CH2:22][CH2:21]1)([CH3:14])([CH3:16])[CH3:15], predict the reactants needed to synthesize it. The reactants are: N(C(OCC)=O)=NC(OCC)=O.[C:13]([O:17][C:18](=[O:43])[NH:19][C@H:20]1[CH2:25][CH2:24][C@H:23]([CH2:26][CH:27]([OH:42])[CH2:28][C:29]2[C:38]3[C:33](=[CH:34][CH:35]=[C:36]([O:39][CH3:40])[N:37]=3)[N:32]=[CH:31][C:30]=2O)[CH2:22][CH2:21]1)([CH3:16])([CH3:15])[CH3:14].C1(P(C2C=CC=CC=2)C2C=CC=CC=2)C=CC=CC=1.C(OCC)(=O)C. (4) Given the product [C:1]([Si:5]([CH3:14])([CH3:13])[O:6][CH2:7][CH2:8][O:9][CH2:10][CH2:11][O:27][CH2:15][CH2:16][O:17][CH2:18][CH2:19][OH:20])([CH3:4])([CH3:3])[CH3:2], predict the reactants needed to synthesize it. The reactants are: [C:1]([Si:5]([CH3:14])([CH3:13])[O:6][CH2:7][CH2:8][O:9][CH:10](O)[CH3:11])([CH3:4])([CH3:3])[CH3:2].[CH2:15]([OH:27])[CH2:16][O:17][CH2:18][CH2:19][O:20]CCOCCO.CC([Si](Cl)(C)C)(C)C.N1C=CN=C1.